Predict the product of the given reaction. From a dataset of Forward reaction prediction with 1.9M reactions from USPTO patents (1976-2016). (1) Given the reactants [NH:1]1[CH2:6][CH2:5][O:4][CH2:3][CH2:2]1.[C:7]([N:10]1[C:19]2[C:14](=[CH:15][C:16](Br)=[CH:17][CH:18]=2)[C@H:13]([NH:21]C(=O)OCC2C=CC=CC=2)[C@@H:12]([CH3:32])[C@@H:11]1[CH:33]1CC1)(=[O:9])[CH3:8].C(N1C2C(=CC(Br)=CC=2)[C@H](NC(=O)OCC2C=CC=CC=2)[C@@H](C)[C@@H]1C)(=O)C.CN(C1C(C2C(P(C3CCCCC3)C3CCCCC3)=CC=CC=2)=CC=CC=1)C.CC(C)([O-])C.[Na+], predict the reaction product. The product is: [NH2:21][C@H:13]1[C:14]2[C:19](=[CH:18][CH:17]=[C:16]([N:1]3[CH2:6][CH2:5][O:4][CH2:3][CH2:2]3)[CH:15]=2)[N:10]([C:7](=[O:9])[CH3:8])[C@@H:11]([CH3:33])[C@@H:12]1[CH3:32]. (2) Given the reactants I[C:2]1[CH:21]=[CH:20][C:5]2[N:6]=[C:7]([C:12]3[CH:13]=[C:14]([CH:17]=[CH:18][CH:19]=3)[C:15]#[N:16])[CH2:8][C:9](=[O:11])[NH:10][C:4]=2[CH:3]=1.[CH3:22][O:23][C:24]1[CH:29]=[CH:28][C:27]([C:30]#[CH:31])=[CH:26][CH:25]=1, predict the reaction product. The product is: [CH3:22][O:23][C:24]1[CH:29]=[CH:28][C:27]([C:30]#[C:31][C:2]2[CH:21]=[CH:20][C:5]3[N:6]=[C:7]([C:12]4[CH:13]=[C:14]([CH:17]=[CH:18][CH:19]=4)[C:15]#[N:16])[CH2:8][C:9](=[O:11])[NH:10][C:4]=3[CH:3]=2)=[CH:26][CH:25]=1. (3) The product is: [NH2:32][C:28]1([C:25]2[CH:24]=[CH:23][C:22]([C:14]3[O:13][C:5]4[N:6]=[C:7]([NH2:41])[N:8]=[C:3]([O:2][CH3:1])[C:4]=4[C:15]=3[C:16]3[CH:21]=[CH:20][CH:19]=[CH:18][CH:17]=3)=[CH:27][CH:26]=2)[CH2:31][CH2:30][CH2:29]1. Given the reactants [CH3:1][O:2][C:3]1[C:4]2[C:15]([C:16]3[CH:21]=[CH:20][CH:19]=[CH:18][CH:17]=3)=[C:14]([C:22]3[CH:27]=[CH:26][C:25]([C:28]4([NH:32]C(=O)OC(C)(C)C)[CH2:31][CH2:30][CH2:29]4)=[CH:24][CH:23]=3)[O:13][C:5]=2[N:6]=[C:7](S(C)(=O)=O)[N:8]=1.[OH-].[NH4+:41], predict the reaction product. (4) Given the reactants C(N(C(C)C)CC)(C)C.CN(C(ON1N=NC2C=CC=CC1=2)=[N+](C)C)C.F[P-](F)(F)(F)(F)F.[CH3:34][N:35]([CH3:42])[C@@H:36]1[CH2:41][CH2:40][CH2:39][NH:38][CH2:37]1.[CH2:43]([O:45][C:46](=[O:58])[CH2:47][N:48]1[CH:52]=[CH:51][N:50]=[C:49]1[CH2:53][CH2:54][C:55](O)=[O:56])[CH3:44], predict the reaction product. The product is: [CH3:34][N:35]([CH3:42])[C@@H:36]1[CH2:41][CH2:40][CH2:39][N:38]([C:55](=[O:56])[CH2:54][CH2:53][C:49]2[N:48]([CH2:47][C:46]([O:45][CH2:43][CH3:44])=[O:58])[CH:52]=[CH:51][N:50]=2)[CH2:37]1. (5) Given the reactants [NH2:1][C:2]1[CH:3]=[C:4]([CH:17]=[CH:18][C:19]=1[NH:20][C:21]([O:23][C:24]([CH3:27])([CH3:26])[CH3:25])=[O:22])[O:5][CH2:6][C:7]1[CH:16]=[CH:15][CH:14]=[CH:13][C:8]=1[C:9]([O:11][CH3:12])=[O:10].Br[CH2:29][C:30]1[CH:35]=[CH:34][C:33]([C:36]2[CH:41]=[CH:40][CH:39]=[CH:38][CH:37]=2)=[CH:32][C:31]=1[Cl:42].C(=O)([O-])[O-].[K+].[K+], predict the reaction product. The product is: [C:24]([O:23][C:21]([NH:20][C:19]1[CH:18]=[CH:17][C:4]([O:5][CH2:6][C:7]2[CH:16]=[CH:15][CH:14]=[CH:13][C:8]=2[C:9]([O:11][CH3:12])=[O:10])=[CH:3][C:2]=1[NH:1][CH2:29][C:30]1[CH:35]=[CH:34][C:33]([C:36]2[CH:41]=[CH:40][CH:39]=[CH:38][CH:37]=2)=[CH:32][C:31]=1[Cl:42])=[O:22])([CH3:27])([CH3:26])[CH3:25].